The task is: Regression. Given a peptide amino acid sequence and an MHC pseudo amino acid sequence, predict their binding affinity value. This is MHC class II binding data.. This data is from Peptide-MHC class II binding affinity with 134,281 pairs from IEDB. (1) The peptide sequence is QVAKAGLKTNDRKWC. The MHC is HLA-DQA10501-DQB10402 with pseudo-sequence HLA-DQA10501-DQB10402. The binding affinity (normalized) is 0.333. (2) The peptide sequence is DAYICAIRRAKSFIY. The MHC is HLA-DQA10101-DQB10501 with pseudo-sequence HLA-DQA10101-DQB10501. The binding affinity (normalized) is 0.164.